This data is from Catalyst prediction with 721,799 reactions and 888 catalyst types from USPTO. The task is: Predict which catalyst facilitates the given reaction. Reactant: C([O:4][C:5](=[O:41])[C:6]([CH3:40])([CH3:39])[CH2:7][O:8][C:9]([O:11][CH:12]([N:14]1[N:18]=[C:17]([C:19]#[N:20])[C:16]([C:21]2[CH:26]=[CH:25][CH:24]=[C:23](/[CH:27]=[CH:28]/[C:29]3[CH:34]=[C:33]([C:35]([F:38])([F:37])[F:36])[CH:32]=[CH:31][N:30]=3)[CH:22]=2)=[N:15]1)[CH3:13])=[O:10])C=C.CC(O)=O.C1(P(C2C=CC=CC=2)C2C=CC=CC=2)C=CC=CC=1. Product: [C:19]([C:17]1[C:16]([C:21]2[CH:26]=[CH:25][CH:24]=[C:23](/[CH:27]=[CH:28]/[C:29]3[CH:34]=[C:33]([C:35]([F:38])([F:36])[F:37])[CH:32]=[CH:31][N:30]=3)[CH:22]=2)=[N:15][N:14]([CH:12]([O:11][C:9]([O:8][CH2:7][C:6]([CH3:39])([CH3:40])[C:5]([OH:41])=[O:4])=[O:10])[CH3:13])[N:18]=1)#[N:20]. The catalyst class is: 176.